Dataset: Full USPTO retrosynthesis dataset with 1.9M reactions from patents (1976-2016). Task: Predict the reactants needed to synthesize the given product. Given the product [F:1][C:2]1[N:7]=[C:6]([C:8](=[O:15])[CH:9]([CH2:30][C:26]2[CH:27]=[CH:28][CH:29]=[C:24]([O:23][C:19]([F:18])([F:32])[CH:20]([F:21])[F:22])[CH:25]=2)[C:10]([O:12][CH2:13][CH3:14])=[O:11])[CH:5]=[CH:4][CH:3]=1, predict the reactants needed to synthesize it. The reactants are: [F:1][C:2]1[N:7]=[C:6]([C:8](=[O:15])[CH2:9][C:10]([O:12][CH2:13][CH3:14])=[O:11])[CH:5]=[CH:4][CH:3]=1.[H-].[Na+].[F:18][C:19]([F:32])([O:23][C:24]1[CH:25]=[C:26]([CH2:30]Br)[CH:27]=[CH:28][CH:29]=1)[CH:20]([F:22])[F:21].O.